Dataset: Full USPTO retrosynthesis dataset with 1.9M reactions from patents (1976-2016). Task: Predict the reactants needed to synthesize the given product. Given the product [OH:23][C:19]1[CH:20]=[CH:21][CH:22]=[C:3]([OH:2])[C:4]=1[O:5][CH2:6][C@H:7]([O:14][S:15]([CH3:18])(=[O:16])=[O:17])[CH2:8][O:9][S:10]([CH3:13])(=[O:11])=[O:12], predict the reactants needed to synthesize it. The reactants are: C[O:2][C:3]1[CH:22]=[CH:21][CH:20]=[C:19]([O:23]C)[C:4]=1[O:5][CH2:6][C@H:7]([O:14][S:15]([CH3:18])(=[O:17])=[O:16])[CH2:8][O:9][S:10]([CH3:13])(=[O:12])=[O:11].B(Br)(Br)Br.O.